Dataset: Reaction yield outcomes from USPTO patents with 853,638 reactions. Task: Predict the reaction yield, written as a fraction of the theoretical maximum amount of product (1.0 means a 100% yield; for example, 0.34 means a 34% yield). (1) The reactants are [CH3:1][O:2][C:3]1[N:8]=[C:7]([C:9]2([C:13]#[N:14])[CH2:12][CH2:11][CH2:10]2)[CH:6]=[CH:5][CH:4]=1.[H-].[Al+3].[Li+].[H-].[H-].[H-].O.[OH-].[Na+]. The catalyst is C1COCC1. The product is [CH3:1][O:2][C:3]1[N:8]=[C:7]([C:9]2([CH2:13][NH2:14])[CH2:12][CH2:11][CH2:10]2)[CH:6]=[CH:5][CH:4]=1. The yield is 0.970. (2) The reactants are [H-].[Na+].[Br:3][C:4]1[C:17]2[C:8](=[N:9][C:10]3[C:15]([C:16]=2Cl)=[CH:14][CH:13]=[CH:12][CH:11]=3)[CH:7]=[CH:6][CH:5]=1.[CH3:19][C:20]([NH:22][C:23]1[CH:28]=[CH:27][C:26]([OH:29])=[CH:25][CH:24]=1)=[O:21]. The catalyst is CN(C=O)C. The product is [Br:3][C:4]1[C:17]2[C:8](=[N:9][C:10]3[C:15]([C:16]=2[O:29][C:26]2[CH:25]=[CH:24][C:23]([NH:22][C:20](=[O:21])[CH3:19])=[CH:28][CH:27]=2)=[CH:14][CH:13]=[CH:12][CH:11]=3)[CH:7]=[CH:6][CH:5]=1. The yield is 0.470. (3) The reactants are O.NN.[F:4][C:5]1[CH:22]=[CH:21][C:8]([O:9][N:10]2C(=O)C3C(=CC=CC=3)C2=O)=[CH:7][CH:6]=1. The catalyst is C(Cl)(Cl)Cl.CO. The product is [F:4][C:5]1[CH:22]=[CH:21][C:8]([O:9][NH2:10])=[CH:7][CH:6]=1. The yield is 0.780. (4) The reactants are [CH:1]1([CH2:6][CH:7]([N:11]2[C:16](=[O:17])[CH:15]=[C:14]([O:18][C:19]3[CH:24]=[CH:23][CH:22]=[CH:21][C:20]=3[CH:25]3[CH2:29][CH2:28][CH2:27][CH2:26]3)[CH:13]=[N:12]2)[C:8](O)=[O:9])[CH2:5][CH2:4][CH2:3][CH2:2]1.[NH2:30][C:31]1[CH:35]=[CH:34][N:33]([CH2:36][C:37]([CH3:40])([OH:39])[CH3:38])[N:32]=1. The yield is 0.750. The product is [CH:1]1([CH2:6][CH:7]([N:11]2[C:16](=[O:17])[CH:15]=[C:14]([O:18][C:19]3[CH:24]=[CH:23][CH:22]=[CH:21][C:20]=3[CH:25]3[CH2:29][CH2:28][CH2:27][CH2:26]3)[CH:13]=[N:12]2)[C:8]([NH:30][C:31]2[CH:35]=[CH:34][N:33]([CH2:36][C:37]([OH:39])([CH3:40])[CH3:38])[N:32]=2)=[O:9])[CH2:2][CH2:3][CH2:4][CH2:5]1. No catalyst specified. (5) The reactants are [H-].[Na+].CCCCCC.[Si:9]([O:16][CH2:17][CH2:18][C@H:19]([OH:41])[CH2:20][O:21][C:22]([C:35]1[CH:40]=[CH:39][CH:38]=[CH:37][CH:36]=1)([C:29]1[CH:34]=[CH:33][CH:32]=[CH:31][CH:30]=1)[C:23]1[CH:28]=[CH:27][CH:26]=[CH:25][CH:24]=1)([C:12]([CH3:15])([CH3:14])[CH3:13])([CH3:11])[CH3:10].CS(O[CH2:47][CH2:48][O:49][Si:50]([C:53]([CH3:56])([CH3:55])[CH3:54])([CH3:52])[CH3:51])(=O)=O. The catalyst is CS(C)=O.O. The product is [Si:9]([O:16][CH2:17][CH2:18][C@H:19]([O:41][CH2:47][CH2:48][O:49][Si:50]([C:53]([CH3:56])([CH3:55])[CH3:54])([CH3:52])[CH3:51])[CH2:20][O:21][C:22]([C:23]1[CH:28]=[CH:27][CH:26]=[CH:25][CH:24]=1)([C:29]1[CH:30]=[CH:31][CH:32]=[CH:33][CH:34]=1)[C:35]1[CH:36]=[CH:37][CH:38]=[CH:39][CH:40]=1)([C:12]([CH3:14])([CH3:15])[CH3:13])([CH3:11])[CH3:10]. The yield is 0.550. (6) The reactants are [Br:1][C:2]1[CH:7]=[C:6]([NH:8][CH2:9][CH3:10])[C:5]([N+:11]([O-])=O)=[CH:4][N:3]=1.[OH-].[Na+].[ClH:16]. No catalyst specified. The product is [Br:1][C:2]1[N:3]=[C:4]([Cl:16])[C:5]([NH2:11])=[C:6]([NH:8][CH2:9][CH3:10])[CH:7]=1. The yield is 0.600. (7) The reactants are [CH2:1]([O:8][C@@H:9]([CH3:15])[CH2:10][C:11](=[O:14])[CH2:12]Br)[C:2]1[CH:7]=[CH:6][CH:5]=[CH:4][CH:3]=1.[CH3:16][O:17][C:18](=[O:24])[CH2:19][C:20](=[O:23])[CH2:21][CH3:22]. No catalyst specified. The product is [CH3:16][O:17][C:18](=[O:24])[CH:19]([C:20](=[O:23])[CH2:21][CH3:22])[CH2:12][C:11](=[O:14])[CH2:10][C@@H:9]([O:8][CH2:1][C:2]1[CH:7]=[CH:6][CH:5]=[CH:4][CH:3]=1)[CH3:15]. The yield is 0.470. (8) The reactants are [H-].C([Al+]CC(C)C)C(C)C.C([N:14]1[C:18]([CH:19]2[CH2:21][CH2:20]2)=[CH:17][C:16]([NH:22][C:23]2[C:28](/[CH:29]=[CH:30]/[C:31](OC)=[O:32])=[CH:27][N:26]=[C:25]([C:35]3[CH:40]=[CH:39][CH:38]=[CH:37][CH:36]=3)[N:24]=2)=[N:15]1)(=O)C.[H-].[OH-].[Na+]. The catalyst is C1COCC1.CCCCCC. The product is [CH:19]1([C:18]2[NH:14][N:15]=[C:16]([NH:22][C:23]3[C:28](/[CH:29]=[CH:30]/[CH2:31][OH:32])=[CH:27][N:26]=[C:25]([C:35]4[CH:36]=[CH:37][CH:38]=[CH:39][CH:40]=4)[N:24]=3)[CH:17]=2)[CH2:21][CH2:20]1. The yield is 0.960.